This data is from Full USPTO retrosynthesis dataset with 1.9M reactions from patents (1976-2016). The task is: Predict the reactants needed to synthesize the given product. Given the product [Cl:1][C:2]1[CH:3]=[CH:4][C:5]([C:8]2[N:12]([CH3:13])[C:11]([C:14]([N:36]([O:37][CH3:38])[CH3:31])=[O:15])=[C:10]([C:17]3[CH:18]=[CH:19][C:20]([S:23](=[O:25])(=[O:26])[NH2:24])=[CH:21][CH:22]=3)[C:9]=2[CH3:27])=[CH:6][CH:7]=1, predict the reactants needed to synthesize it. The reactants are: [Cl:1][C:2]1[CH:7]=[CH:6][C:5]([C:8]2[N:12]([CH3:13])[C:11]([C:14](O)=[O:15])=[C:10]([C:17]3[CH:22]=[CH:21][C:20]([S:23](=[O:26])(=[O:25])[NH2:24])=[CH:19][CH:18]=3)[C:9]=2[CH3:27])=[CH:4][CH:3]=1.C1C=C[C:31]2[N:36]([OH:37])N=NC=2C=1.[CH2:38](Cl)CCl.C(N(CC)CC)C.